From a dataset of Full USPTO retrosynthesis dataset with 1.9M reactions from patents (1976-2016). Predict the reactants needed to synthesize the given product. (1) Given the product [NH2:8][C:7]1[C:2]([CH3:1])=[N:3][C:4]([OH:12])=[N:5][C:6]=1[CH3:11], predict the reactants needed to synthesize it. The reactants are: [CH3:1][C:2]1[C:7]([N+:8]([O-])=O)=[C:6]([CH3:11])[N:5]=[C:4]([OH:12])[N:3]=1.[H][H]. (2) Given the product [Br:1][C:2]1[C:3]([Cl:11])=[C:4]2[N:10]=[CH:9][N:8]([CH2:15][O:16][CH2:17][CH2:18][Si:19]([CH3:22])([CH3:21])[CH3:20])[C:5]2=[N:6][CH:7]=1, predict the reactants needed to synthesize it. The reactants are: [Br:1][C:2]1[C:3]([Cl:11])=[C:4]2[N:10]=[CH:9][NH:8][C:5]2=[N:6][CH:7]=1.[H-].[Na+].Cl[CH2:15][O:16][CH2:17][CH2:18][Si:19]([CH3:22])([CH3:21])[CH3:20].[Cl-].[Na+]. (3) Given the product [CH3:1][O:2][C:3](=[O:31])[C:4]1[CH:9]=[CH:8][C:7]([CH2:10][N:11]2[CH:15]=[C:14]([C:16]3[CH:21]=[CH:20][C:19]([Cl:22])=[CH:18][C:17]=3[Cl:23])[N:13]=[C:12]2[C:24]2[CH:29]=[CH:28][C:27]([C:40]3[CH:39]=[CH:38][CH:37]=[C:36]([S:33]([CH3:32])(=[O:35])=[O:34])[CH:41]=3)=[CH:26][CH:25]=2)=[CH:6][CH:5]=1, predict the reactants needed to synthesize it. The reactants are: [CH3:1][O:2][C:3](=[O:31])[C:4]1[CH:9]=[CH:8][C:7]([CH2:10][N:11]2[CH:15]=[C:14]([C:16]3[CH:21]=[CH:20][C:19]([Cl:22])=[CH:18][C:17]=3[Cl:23])[N:13]=[C:12]2[C:24]2[CH:29]=[CH:28][C:27](Br)=[CH:26][CH:25]=2)=[CH:6][CH:5]=1.[CH3:32][S:33]([C:36]1[CH:37]=[C:38](B(O)O)[CH:39]=[CH:40][CH:41]=1)(=[O:35])=[O:34]. (4) Given the product [O:53]([C:54]1[CH:59]=[CH:58][C:57]([S:60]([NH:8][C@H:9]([C:32]([OH:34])=[O:33])[CH2:10][CH2:11][CH2:12][CH2:13][NH:14][C:15]([O:17][CH2:18][CH:19]2[C:31]3[CH:30]=[CH:29][CH:28]=[CH:27][C:26]=3[C:25]3[C:20]2=[CH:21][CH:22]=[CH:23][CH:24]=3)=[O:16])(=[O:62])=[O:61])=[CH:56][CH:55]=1)[CH3:52], predict the reactants needed to synthesize it. The reactants are: C(OC([NH:8][C@H:9]([C:32]([OH:34])=[O:33])[CH2:10][CH2:11][CH2:12][CH2:13][NH:14][C:15]([O:17][CH2:18][CH:19]1[C:31]2[CH:30]=[CH:29][CH:28]=[CH:27][C:26]=2[C:25]2[C:20]1=[CH:21][CH:22]=[CH:23][CH:24]=2)=[O:16])=O)(C)(C)C.C(O)(C(F)(F)F)=O.C(Cl)Cl.FC(F)(F)C([O-])=O.[CH3:52][O:53][C:54]1[CH:59]=[CH:58][C:57]([S:60](Cl)(=[O:62])=[O:61])=[CH:56][CH:55]=1. (5) Given the product [Br:9][C:4]1[CH:3]=[C:2]([C:18]2[CH:23]=[CH:22][N:21]=[CH:20][CH:19]=2)[CH:7]=[C:6]([Cl:8])[CH:5]=1, predict the reactants needed to synthesize it. The reactants are: Br[C:2]1[CH:7]=[C:6]([Cl:8])[CH:5]=[C:4]([Br:9])[CH:3]=1.CC1(C)C(C)(C)OB([C:18]2[CH:23]=[CH:22][N:21]=[CH:20][CH:19]=2)O1.C([O-])([O-])=O.[K+].[K+]. (6) Given the product [Cl:1][C:2]1[CH:32]=[CH:31][CH:30]=[C:29]([C:33]([F:34])([F:36])[F:35])[C:3]=1[C:4]([N:6]1[C:14]2[C:9](=[CH:10][CH:11]=[C:12]([C:15](=[O:17])[N:38]([CH3:39])[CH3:37])[CH:13]=2)[C:8]([C:18]2[CH:23]=[CH:22][C:21]([C:24]([O:26][CH3:27])=[O:25])=[CH:20][C:19]=2[F:28])=[N:7]1)=[O:5], predict the reactants needed to synthesize it. The reactants are: [Cl:1][C:2]1[CH:32]=[CH:31][CH:30]=[C:29]([C:33]([F:36])([F:35])[F:34])[C:3]=1[C:4]([N:6]1[C:14]2[C:9](=[CH:10][CH:11]=[C:12]([C:15]([OH:17])=O)[CH:13]=2)[C:8]([C:18]2[CH:23]=[CH:22][C:21]([C:24]([O:26][CH3:27])=[O:25])=[CH:20][C:19]=2[F:28])=[N:7]1)=[O:5].[CH3:37][NH:38][CH3:39].CN(C(ON1N=NC2C=CC=NC1=2)=[N+](C)C)C.F[P-](F)(F)(F)(F)F.CCN(CC)CC. (7) Given the product [Cl:1][C:2]1[CH:7]=[CH:6][CH:5]=[C:4]([Cl:8])[C:3]=1[N:9]1[CH:17]=[CH:18][C:19]([NH2:20])=[N:10]1, predict the reactants needed to synthesize it. The reactants are: [Cl:1][C:2]1[CH:7]=[CH:6][CH:5]=[C:4]([Cl:8])[C:3]=1[NH:9][NH2:10].C[O-].[Na+].C(O[CH:17]=[CH:18][C:19]#[N:20])C. (8) Given the product [C:24]([N:1]1[CH2:6][CH2:5][CH2:4][C@H:3]([N:7]2[CH:11]=[C:10]([O:12][C:13]3[N:14]=[C:15]([OH:23])[C:16]4[CH:22]=[CH:21][N:20]=[CH:19][C:17]=4[N:18]=3)[CH:9]=[N:8]2)[CH2:2]1)(=[O:31])[C:25]1[CH:30]=[CH:29][CH:28]=[CH:27][CH:26]=1, predict the reactants needed to synthesize it. The reactants are: [NH:1]1[CH2:6][CH2:5][CH2:4][C@H:3]([N:7]2[CH:11]=[C:10]([O:12][C:13]3[N:14]=[C:15]([OH:23])[C:16]4[CH:22]=[CH:21][N:20]=[CH:19][C:17]=4[N:18]=3)[CH:9]=[N:8]2)[CH2:2]1.[C:24](Cl)(=[O:31])[C:25]1[CH:30]=[CH:29][CH:28]=[CH:27][CH:26]=1.